From a dataset of Catalyst prediction with 721,799 reactions and 888 catalyst types from USPTO. Predict which catalyst facilitates the given reaction. Reactant: [S-:1][C:2]#[N:3].[K+].[F:5][C:6]1[CH:14]=[CH:13][C:12]([C:15]([F:18])([F:17])[F:16])=[CH:11][C:7]=1[C:8]([Cl:10])=[O:9].[CH2:19]([NH:23][C:24]1[C:25](Cl)=[N:26][CH:27]=[CH:28][CH:29]=1)[CH2:20][CH2:21][CH3:22]. Product: [ClH:10].[CH2:19]([N:23]1[C:24]2[C:25](=[N:26][CH:27]=[CH:28][CH:29]=2)[S:1]/[C:2]/1=[N:3]\[C:8](=[O:9])[C:7]1[CH:11]=[C:12]([C:15]([F:18])([F:17])[F:16])[CH:13]=[CH:14][C:6]=1[F:5])[CH2:20][CH2:21][CH3:22]. The catalyst class is: 7.